From a dataset of Reaction yield outcomes from USPTO patents with 853,638 reactions. Predict the reaction yield, written as a fraction of the theoretical maximum amount of product (1.0 means a 100% yield; for example, 0.34 means a 34% yield). (1) The reactants are C[O:2][C:3](=[O:45])[C:4]1[CH:9]=[CH:8][C:7]([O:10][C:11]2[CH:16]=[CH:15][C:14]([CH2:17][C@@H:18]([C:28]3[N:29]([CH2:41][CH2:42][CH2:43][CH3:44])[CH:30]=[C:31]([C:33]4[CH:38]=[CH:37][C:36]([Cl:39])=[CH:35][C:34]=4[Cl:40])[N:32]=3)[NH:19][C:20](=[O:27])[CH2:21][CH2:22][CH2:23][C:24]([OH:26])=O)=[CH:13][CH:12]=2)=[CH:6][CH:5]=1.[CH3:46][NH:47][CH3:48]. No catalyst specified. The product is [CH2:41]([N:29]1[CH:30]=[C:31]([C:33]2[CH:38]=[CH:37][C:36]([Cl:39])=[CH:35][C:34]=2[Cl:40])[N:32]=[C:28]1[C@@H:18]([NH:19][C:20](=[O:27])[CH2:21][CH2:22][CH2:23][C:24](=[O:26])[N:47]([CH3:48])[CH3:46])[CH2:17][C:14]1[CH:13]=[CH:12][C:11]([O:10][C:7]2[CH:8]=[CH:9][C:4]([C:3]([OH:2])=[O:45])=[CH:5][CH:6]=2)=[CH:16][CH:15]=1)[CH2:42][CH2:43][CH3:44]. The yield is 0.670. (2) The reactants are I[C:2]1[CH:7]=[CH:6][CH:5]=[CH:4][N:3]=1.[CH2:8]([C:12]1[O:13][C:14]2[C:20]([C:21]([F:24])([F:23])[F:22])=[CH:19][CH:18]=[CH:17][C:15]=2[N:16]=1)[CH2:9][C:10]#[CH:11]. No catalyst specified. The product is [F:24][C:21]([F:22])([F:23])[C:20]1[C:14]2[O:13][C:12]([CH2:8][CH2:9][C:10]#[C:11][C:2]3[CH:7]=[CH:6][CH:5]=[CH:4][N:3]=3)=[N:16][C:15]=2[CH:17]=[CH:18][CH:19]=1. The yield is 0.530. (3) The reactants are [H-].[Na+].[Si:3]([O:10][C@H:11]1[CH2:15][CH2:14][NH:13][C:12]1=[O:16])([C:6]([CH3:9])([CH3:8])[CH3:7])([CH3:5])[CH3:4].Br[CH2:18][C:19]1[CH:24]=[CH:23][C:22]([CH:25]([F:27])[F:26])=[CH:21][CH:20]=1. The catalyst is C1COCC1. The product is [Si:3]([O:10][C@H:11]1[CH2:15][CH2:14][N:13]([CH2:18][C:19]2[CH:24]=[CH:23][C:22]([CH:25]([F:27])[F:26])=[CH:21][CH:20]=2)[C:12]1=[O:16])([C:6]([CH3:9])([CH3:8])[CH3:7])([CH3:5])[CH3:4]. The yield is 0.350. (4) The reactants are [O:1]1[C:9]2[CH:8]=[CH:7][N:6]=[C:5]([CH2:10][CH2:11][C:12]([NH2:14])=O)[C:4]=2[CH2:3][CH2:2]1.N1C=CC=CC=1.FC(F)(F)C(OC(=O)C(F)(F)F)=O. The catalyst is ClCCl.C(=O)([O-])O.[Na+]. The product is [O:1]1[C:9]2[CH:8]=[CH:7][N:6]=[C:5]([CH2:10][CH2:11][C:12]#[N:14])[C:4]=2[CH2:3][CH2:2]1. The yield is 0.330. (5) The reactants are [CH:1]([NH:4][C:5]([C:7]1[C:15]2[C:10](=[N:11][CH:12]=[C:13]([C:16]3[C:24]4[C:19](=[CH:20][CH:21]=[C:22]([CH:25]([OH:27])[CH3:26])[CH:23]=4)[N:18]([CH3:28])[N:17]=3)[N:14]=2)[N:9](COCC[Si](C)(C)C)[CH:8]=1)=[O:6])([CH3:3])[CH3:2].[F-].C([N+](CCCC)(CCCC)CCCC)CCC. No catalyst specified. The product is [CH:1]([NH:4][C:5]([C:7]1[C:15]2[C:10](=[N:11][CH:12]=[C:13]([C:16]3[C:24]4[C:19](=[CH:20][CH:21]=[C:22]([CH:25]([OH:27])[CH3:26])[CH:23]=4)[N:18]([CH3:28])[N:17]=3)[N:14]=2)[NH:9][CH:8]=1)=[O:6])([CH3:3])[CH3:2]. The yield is 0.650.